This data is from Forward reaction prediction with 1.9M reactions from USPTO patents (1976-2016). The task is: Predict the product of the given reaction. (1) Given the reactants [C:1]([N:5]([C:18](=[O:36])[C:19]1[CH:24]=[CH:23][C:22]([CH:25]=O)=[C:21]([B:27]2OC(C)(C)C(C)(C)[O:28]2)[CH:20]=1)[NH:6][C:7](=[O:17])[C:8]1[CH:13]=[CH:12][CH:11]=[C:10]([O:14][CH3:15])[C:9]=1[CH3:16])([CH3:4])([CH3:3])[CH3:2].[CH3:37][NH:38][NH2:39], predict the reaction product. The product is: [C:1]([N:5]([C:18]([C:19]1[CH:24]=[CH:23][C:22]2[CH:25]=[N:39][N:38]([CH3:37])[B:27]([OH:28])[C:21]=2[CH:20]=1)=[O:36])[NH:6][C:7](=[O:17])[C:8]1[CH:13]=[CH:12][CH:11]=[C:10]([O:14][CH3:15])[C:9]=1[CH3:16])([CH3:4])([CH3:3])[CH3:2]. (2) Given the reactants [OH:1][CH:2]1[CH2:5][N:4]([C:6]([N:8]2[CH2:13][CH:12]([C:14]3[CH:19]=[CH:18][C:17]([C:20]([F:23])([F:22])[F:21])=[CH:16][CH:15]=3)[CH2:11][CH:10]([C:24]([OH:26])=O)[CH2:9]2)=[O:7])[CH2:3]1.[F:27][C:28]1[CH:33]=[C:32]([F:34])[CH:31]=[CH:30][C:29]=1[C:35](=[N:37]O)[NH2:36], predict the reaction product. The product is: [F:27][C:28]1[CH:33]=[C:32]([F:34])[CH:31]=[CH:30][C:29]=1[C:35]1[N:37]=[C:24]([CH:10]2[CH2:11][CH:12]([C:14]3[CH:15]=[CH:16][C:17]([C:20]([F:22])([F:23])[F:21])=[CH:18][CH:19]=3)[CH2:13][N:8]([C:6]([N:4]3[CH2:5][CH:2]([OH:1])[CH2:3]3)=[O:7])[CH2:9]2)[O:26][N:36]=1. (3) Given the reactants [H-].[Al+3].[Li+].[H-].[H-].[H-].[C:7]1([C:13]2[C:24]([C:25](OC)=[O:26])=[C:16]3[C:17]4[CH:23]=[CH:22][O:21][C:18]=4[CH:19]=[CH:20][N:15]3[N:14]=2)[CH:12]=[CH:11][CH:10]=[CH:9][CH:8]=1.O.O.O.O.O.O.O.O.O.O.S([O-])([O-])(=O)=O.[Na+].[Na+], predict the reaction product. The product is: [C:7]1([C:13]2[C:24]([CH2:25][OH:26])=[C:16]3[C:17]4[CH:23]=[CH:22][O:21][C:18]=4[CH:19]=[CH:20][N:15]3[N:14]=2)[CH:8]=[CH:9][CH:10]=[CH:11][CH:12]=1. (4) Given the reactants [CH2:1]1[CH:5]2[CH2:6][NH:7][CH2:8][CH:4]2[CH2:3][N:2]1[C:9]([C:11]1[CH:16]=[CH:15][C:14]([O:17][CH3:18])=[CH:13][C:12]=1[N:19]1[N:23]=[CH:22][CH:21]=[N:20]1)=[O:10].Cl[C:25]1[N:30]=[C:29]([CH3:31])[C:28]([F:32])=[CH:27][N:26]=1.CCN(C(C)C)C(C)C, predict the reaction product. The product is: [F:32][C:28]1[C:29]([CH3:31])=[N:30][C:25]([N:7]2[CH2:8][CH:4]3[CH:5]([CH2:1][N:2]([C:9]([C:11]4[CH:16]=[CH:15][C:14]([O:17][CH3:18])=[CH:13][C:12]=4[N:19]4[N:20]=[CH:21][CH:22]=[N:23]4)=[O:10])[CH2:3]3)[CH2:6]2)=[N:26][CH:27]=1. (5) Given the reactants [CH2:1]([O:8][C:9]1[CH:24]=[CH:23][C:12]([CH2:13][NH:14][CH2:15][CH2:16][C:17]2[CH:22]=[CH:21][CH:20]=[CH:19][N:18]=2)=[CH:11][C:10]=1[O:25][CH3:26])[C:2]1[CH:7]=[CH:6][CH:5]=[CH:4][CH:3]=1.[O:27]1[CH2:29][CH:28]1[C:30]1[CH:35]=[CH:34][CH:33]=[CH:32][CH:31]=1.[N-]=C=O.NCCN(CCN)CCN, predict the reaction product. The product is: [CH2:1]([O:8][C:9]1[CH:24]=[CH:23][C:12]([CH2:13][N:14]([CH2:29][CH:28]([C:30]2[CH:35]=[CH:34][CH:33]=[CH:32][CH:31]=2)[OH:27])[CH2:15][CH2:16][C:17]2[CH:22]=[CH:21][CH:20]=[CH:19][N:18]=2)=[CH:11][C:10]=1[O:25][CH3:26])[C:2]1[CH:3]=[CH:4][CH:5]=[CH:6][CH:7]=1. (6) Given the reactants C(C1SC=C([N:8]([C:17]([O:19][C:20]([CH3:23])([CH3:22])[CH3:21])=[O:18])[NH:9][C:10]([O:12][C:13]([CH3:16])([CH3:15])[CH3:14])=[O:11])C=1)=O.[CH:24]([C:26]1[S:30][C:29](B(O)O)=[CH:28][CH:27]=1)=[O:25], predict the reaction product. The product is: [CH:24]([C:26]1[S:30][C:29]([N:8]([C:17]([O:19][C:20]([CH3:23])([CH3:22])[CH3:21])=[O:18])[NH:9][C:10]([O:12][C:13]([CH3:14])([CH3:15])[CH3:16])=[O:11])=[CH:28][CH:27]=1)=[O:25]. (7) Given the reactants [F:1][C:2]1[CH:3]=[C:4]([CH:20]=[CH:21][C:22]=1[C:23]([F:26])([F:25])[F:24])[CH2:5][CH:6]1[CH2:11][CH:10]([C:12]([O:14]C)=[O:13])[CH2:9][CH2:8][N:7]1[C:16]([O:18][CH3:19])=[O:17].[Br-].[Li+].C(N(CC)CC)C, predict the reaction product. The product is: [F:1][C:2]1[CH:3]=[C:4]([CH:20]=[CH:21][C:22]=1[C:23]([F:26])([F:24])[F:25])[CH2:5][CH:6]1[CH2:11][CH:10]([C:12]([OH:14])=[O:13])[CH2:9][CH2:8][N:7]1[C:16]([O:18][CH3:19])=[O:17]. (8) Given the reactants [CH2:1]1[CH:5]2[CH2:6][NH:7][CH2:8][CH:4]2[CH2:3][N:2]1[C:9]1[N:14]=[CH:13][C:12]([C:15]([O:17][CH2:18][CH3:19])=[O:16])=[CH:11][N:10]=1.[CH:20]1[C:29]2[C:24](=[CH:25][CH:26]=[CH:27][CH:28]=2)[CH:23]=[CH:22][C:21]=1[S:30](Cl)(=[O:32])=[O:31].O, predict the reaction product. The product is: [CH:20]1[C:29]2[C:24](=[CH:25][CH:26]=[CH:27][CH:28]=2)[CH:23]=[CH:22][C:21]=1[S:30]([N:7]1[CH2:6][CH:5]2[CH2:1][N:2]([C:9]3[N:14]=[CH:13][C:12]([C:15]([O:17][CH2:18][CH3:19])=[O:16])=[CH:11][N:10]=3)[CH2:3][CH:4]2[CH2:8]1)(=[O:31])=[O:32].